This data is from Catalyst prediction with 721,799 reactions and 888 catalyst types from USPTO. The task is: Predict which catalyst facilitates the given reaction. (1) Reactant: [Br:1][C:2]1[C:3]([NH:8][NH:9][C:10](=S)[NH:11][CH3:12])=[N:4][CH:5]=[CH:6][CH:7]=1.CCN=C=NCCCN(C)C.Cl. Product: [Br:1][C:2]1[C:3]2[N:4]([C:10]([NH:11][CH3:12])=[N:9][N:8]=2)[CH:5]=[CH:6][CH:7]=1. The catalyst class is: 11. (2) Product: [CH3:27][O:26][N:25]([CH3:24])[C:21]([C:11]1[C:12](=[O:20])[C:13]2[C:18](=[N:17][C:16]([CH3:19])=[CH:15][CH:14]=2)[N:9]([CH2:8][C:6]2[CH:5]=[CH:4][CH:3]=[C:2]([Br:1])[N:7]=2)[CH:10]=1)=[O:22]. The catalyst class is: 4. Reactant: [Br:1][C:2]1[N:7]=[C:6]([CH2:8][N:9]2[C:18]3[C:13](=[CH:14][CH:15]=[C:16]([CH3:19])[N:17]=3)[C:12](=[O:20])[C:11]([C:21](O)=[O:22])=[CH:10]2)[CH:5]=[CH:4][CH:3]=1.[CH3:24][NH:25][O:26][CH3:27].C(N(C(C)C)CC)(C)C.O. (3) Product: [CH2:37]([Sn:32]([CH2:28][CH2:29][CH2:30][CH3:31])([CH2:33][CH2:34][CH2:35][CH3:36])[C:2]1[C:7]([O:8][C@H:9]([CH2:11][CH:12]=[CH2:13])[CH3:10])=[CH:6][C:5]([F:14])=[CH:4][C:3]=1[F:15])[CH2:38][CH2:39][CH3:40]. Reactant: Br[C:2]1[C:7]([O:8][C@H:9]([CH2:11][CH:12]=[CH2:13])[CH3:10])=[CH:6][C:5]([F:14])=[CH:4][C:3]=1[F:15].CC(O)C.C(=O)=O.[Li]CCCC.[CH2:28]([Sn:32](Cl)([CH2:37][CH2:38][CH2:39][CH3:40])[CH2:33][CH2:34][CH2:35][CH3:36])[CH2:29][CH2:30][CH3:31]. The catalyst class is: 134. (4) Reactant: C(N(CC)CC)C.Cl.[O:9]1[CH2:13][CH2:12][CH:11]([CH2:14][NH2:15])[CH2:10]1.CN(C)C=O.[C:21]([C:26]1[S:30][C:29]([C:31](OCC)=[O:32])=[N:28][N:27]=1)#[C:22][CH2:23][CH2:24][CH3:25]. Product: [O:9]1[CH2:13][CH2:12][CH:11]([CH2:14][NH:15][C:31]([C:29]2[S:30][C:26]([C:21]#[C:22][CH2:23][CH2:24][CH3:25])=[N:27][N:28]=2)=[O:32])[CH2:10]1. The catalyst class is: 13. (5) Reactant: [CH2:1]([C:8]1[O:9][C:10]2[CH:27]=[CH:26][CH:25]=[CH:24][C:11]=2[C:12]=1[C:13]([C:15]1[CH:20]=[C:19]([I:21])[C:18]([OH:22])=[C:17]([I:23])[CH:16]=1)=[O:14])[C:2]1[CH:7]=[CH:6][CH:5]=[CH:4][CH:3]=1.Br[CH2:29][C:30]([O:32]C(C)(C)C)=[O:31]. Product: [CH2:1]([C:8]1[O:9][C:10]2[CH:27]=[CH:26][CH:25]=[CH:24][C:11]=2[C:12]=1[C:13]([C:15]1[CH:20]=[C:19]([I:21])[C:18]([O:22][CH2:29][C:30]([OH:32])=[O:31])=[C:17]([I:23])[CH:16]=1)=[O:14])[C:2]1[CH:7]=[CH:6][CH:5]=[CH:4][CH:3]=1. The catalyst class is: 106. (6) Reactant: C([Si](C)(C)[O:6][C@H:7]1[CH2:12][CH2:11][C@H:10]([N:13]2[C:18]3=[N:19][C:20]([NH:23][C:24]4[CH:29]=[CH:28][C:27]([O:30][CH3:31])=[C:26]([O:32][CH3:33])[CH:25]=4)=[N:21][CH:22]=[C:17]3[CH2:16][N:15]([C:34]3[CH:39]=[CH:38][C:37]([O:40][CH3:41])=[CH:36][CH:35]=3)[C:14]2=[O:42])[CH2:9][CH2:8]1)(C)(C)C.FC(F)(F)C(O)=O. Product: [CH3:41][O:40][C:37]1[CH:38]=[CH:39][C:34]([N:15]2[CH2:16][C:17]3[C:18](=[N:19][C:20]([NH:23][C:24]4[CH:29]=[CH:28][C:27]([O:30][CH3:31])=[C:26]([O:32][CH3:33])[CH:25]=4)=[N:21][CH:22]=3)[N:13]([C@H:10]3[CH2:11][CH2:12][C@H:7]([OH:6])[CH2:8][CH2:9]3)[C:14]2=[O:42])=[CH:35][CH:36]=1. The catalyst class is: 96. (7) Reactant: [CH3:1][O:2][C:3](=[O:29])[C:4]1[CH:9]=[CH:8][C:7]([CH3:10])=[C:6]([N:11]2[C:16]([CH3:17])=[CH:15][C:14]([CH2:18][O:19][C:20]3[CH:25]=[CH:24][C:23]([F:26])=[CH:22][C:21]=3[F:27])=[CH:13][C:12]2=[O:28])[CH:5]=1.[Br:30]Br. Product: [CH3:1][O:2][C:3](=[O:29])[C:4]1[CH:9]=[CH:8][C:7]([CH3:10])=[C:6]([N:11]2[C:16]([CH3:17])=[CH:15][C:14]([CH2:18][O:19][C:20]3[CH:25]=[CH:24][C:23]([F:26])=[CH:22][C:21]=3[F:27])=[C:13]([Br:30])[C:12]2=[O:28])[CH:5]=1. The catalyst class is: 15. (8) Reactant: [NH2:1][C:2]1[C:10]([N+:11]([O-:13])=[O:12])=[CH:9][CH:8]=[CH:7][C:3]=1[C:4](O)=[O:5].[BH4-].[Na+].B(F)(F)F.CCOCC.CO. Product: [NH2:1][C:2]1[C:10]([N+:11]([O-:13])=[O:12])=[CH:9][CH:8]=[CH:7][C:3]=1[CH2:4][OH:5]. The catalyst class is: 1. (9) The catalyst class is: 91. Product: [N:1]1[CH:6]=[CH:5][CH:4]=[CH:3][C:2]=1[O:7][CH2:8][CH2:9][O:10][S:12]([CH3:11])(=[O:14])=[O:13]. Reactant: [N:1]1[CH:6]=[CH:5][CH:4]=[CH:3][C:2]=1[O:7][CH2:8][CH2:9][OH:10].[CH3:11][S:12](Cl)(=[O:14])=[O:13].CCN(C(C)C)C(C)C. (10) Reactant: [CH:1]1([N:6]2[CH:10]=[CH:9][CH:8]=[C:7]2[CH:11]=O)[CH2:5][CH2:4][CH2:3][CH2:2]1.C(O)(=O)[CH2:14][C:15]([OH:17])=[O:16].N1CCCCC1.Cl. Product: [CH:1]1([N:6]2[CH:10]=[CH:9][CH:8]=[C:7]2/[CH:11]=[CH:14]/[C:15]([OH:17])=[O:16])[CH2:2][CH2:3][CH2:4][CH2:5]1. The catalyst class is: 17.